Regression/Classification. Given a drug SMILES string, predict its absorption, distribution, metabolism, or excretion properties. Task type varies by dataset: regression for continuous measurements (e.g., permeability, clearance, half-life) or binary classification for categorical outcomes (e.g., BBB penetration, CYP inhibition). Dataset: cyp2c9_substrate_carbonmangels. From a dataset of CYP2C9 substrate classification data from Carbon-Mangels et al.. (1) The drug is C[C@]12CC[C@H]3[C@@H](CC[C@H]4NC(=O)C=C[C@]34C)[C@@H]1CC[C@@H]2C(=O)Nc1cc(C(F)(F)F)ccc1C(F)(F)F. The result is 0 (non-substrate). (2) The compound is COc1ccc(-c2nc3cc(C4=NNC(=O)C[C@H]4C)ccc3[nH]2)cc1. The result is 0 (non-substrate). (3) The molecule is C[C@]12C=CC(=O)C=C1CC[C@@H]1[C@@H]2CC[C@]2(C)[C@@H](O)CC[C@@H]12. The result is 0 (non-substrate). (4) The drug is COc1cc(Cc2cnc(N)nc2N)cc(OC)c1OC. The result is 1 (substrate). (5) The molecule is C#C[C@]1(O)CC[C@H]2[C@@H]3CCC4=CC(=O)CC[C@@H]4[C@H]3C(=C)C[C@@]21CC. The result is 0 (non-substrate). (6) The compound is CC1(C)CC(=O)N(CCCCN2CCN(c3ncccn3)CC2)C(=O)C1. The result is 0 (non-substrate). (7) The compound is Cn1c(=O)[nH]c2ncn(C)c2c1=O. The result is 0 (non-substrate).